Dataset: Catalyst prediction with 721,799 reactions and 888 catalyst types from USPTO. Task: Predict which catalyst facilitates the given reaction. (1) Reactant: [C:9]1([S:8][S:8][C:9]2[CH:14]=[CH:13][CH:12]=[CH:11][CH:10]=2)[CH:14]=[CH:13][CH:12]=[CH:11][CH:10]=1.[BH4-].[Na+]. Product: [C:9]1([S:8][C:9]2[CH:10]=[CH:11][CH:12]=[CH:13][CH:14]=2)[CH:14]=[CH:13][CH:12]=[CH:11][CH:10]=1. The catalyst class is: 14. (2) Reactant: [NH2:1][C:2]1[CH:12]=[CH:11][C:5]([C:6]([O:8][CH2:9][CH3:10])=[O:7])=[CH:4][CH:3]=1.C(N(CC)CC)C.Cl[C:21](Cl)([O:23]C(=O)OC(Cl)(Cl)Cl)Cl.O. Product: [N:1]([C:2]1[CH:3]=[CH:4][C:5]([C:6]([O:8][CH2:9][CH3:10])=[O:7])=[CH:11][CH:12]=1)=[C:21]=[O:23]. The catalyst class is: 11. (3) The catalyst class is: 39. Reactant: [Br:1][C:2]1[S:3][C:4]2[N:9]=[C:8]([C:10]([OH:12])=O)[CH2:7][C:5]=2[N:6]=1.CC[N:15](C(C)C)C(C)C.C(Cl)CCl.C1C=CC2N(O)N=NC=2C=1.[NH4+].[Cl-]. Product: [Br:1][C:2]1[S:3][C:4]2[N:9]=[C:8]([C:10]([NH2:15])=[O:12])[CH2:7][C:5]=2[N:6]=1.